Predict the reactants needed to synthesize the given product. From a dataset of Full USPTO retrosynthesis dataset with 1.9M reactions from patents (1976-2016). (1) Given the product [NH:133]1[CH:137]=[CH:136][N:135]=[C:134]1[C:18]1[CH:17]=[C:16]([C:13]2[CH:12]=[CH:11][C:10]([CH2:89][NH:90][CH:91]3[CH2:92][C:93]4[C:98](=[CH:97][CH:96]=[CH:95][CH:94]=4)[CH2:99]3)=[CH:15][CH:14]=2)[CH:21]=[CH:20][CH:19]=1, predict the reactants needed to synthesize it. The reactants are: CC1(C)CCC(NC[C:10]2[CH:15]=[CH:14][C:13]([C:16]3[CH:21]=[CH:20][CH:19]=[C:18](C(N)=O)[C:17]=3F)=[CH:12][CH:11]=2)CC1.CC1(C)CCC(NCC2C=CC(C3C=CC=C(C(N)=O)C=3C)=CC=2)CC1.CC1(C)CCC(NCC2C=CC(C3C=CC=C(C(N)=O)C=3)=C(C(F)(F)F)C=2)CC1.FC1C=C(C2C=CC=C(C(N)=O)C=2)C=CC=1[CH2:89][NH:90][C@@H:91]1[CH2:99][C:98]2[C:93](=[CH:94][CH:95]=[C:96](F)[CH:97]=2)[CH2:92]1.C1C2C(=CC=CC=2)CC1NCC1C=CC(C2C=CC=C([N:133]3[CH2:137][C:136](=O)[NH:135][C:134]3=O)C=2)=CC=1.N1C=CN=C1C1C=C(C2C=CC(CNC3CCC(C)(C)CC3)=CC=2)C=CC=1. (2) The reactants are: [CH3:1][C@@:2]1([CH2:5]OS(C2C=CC=C([N+]([O-])=O)C=2)(=O)=O)[CH2:4][O:3]1.[CH:19]1([NH:22][C:23](=[O:41])[C:24]2[CH:29]=[CH:28][C:27]([O:30][CH2:31][C:32]3[CH:37]=[CH:36][C:35]([O:38][CH3:39])=[CH:34][CH:33]=3)=[CH:26][C:25]=2[OH:40])[CH2:21][CH2:20]1.C(=O)([O-])[O-].[Cs+].[Cs+]. Given the product [CH:19]1([NH:22][C:23](=[O:41])[C:24]2[CH:29]=[CH:28][C:27]([O:30][CH2:31][C:32]3[CH:37]=[CH:36][C:35]([O:38][CH3:39])=[CH:34][CH:33]=3)=[CH:26][C:25]=2[O:40][CH2:1][C@:2]2([CH3:5])[CH2:4][O:3]2)[CH2:21][CH2:20]1, predict the reactants needed to synthesize it. (3) Given the product [O:3]1[C:7]2[CH:8]=[CH:9][CH:10]=[CH:11][C:6]=2[N:5]=[C:4]1[NH:12][C:13](=[O:25])[CH:14]([C:15]1[CH:20]=[CH:19][C:18]([S:21]([CH3:24])(=[O:22])=[O:23])=[CH:17][CH:16]=1)[CH2:26][C:27]1[CH:32]=[CH:31][CH:30]=[CH:29][CH:28]=1, predict the reactants needed to synthesize it. The reactants are: [H-].[Na+].[O:3]1[C:7]2[CH:8]=[CH:9][CH:10]=[CH:11][C:6]=2[N:5]=[C:4]1[NH:12][C:13](=[O:25])[CH2:14][C:15]1[CH:20]=[CH:19][C:18]([S:21]([CH3:24])(=[O:23])=[O:22])=[CH:17][CH:16]=1.[CH2:26](Br)[C:27]1[CH:32]=[CH:31][CH:30]=[CH:29][CH:28]=1. (4) The reactants are: [Cl:1][C:2]1[C:7]([N:8]2[CH2:13][CH2:12][O:11][CH:10]([C:14]([N:16]3[CH2:21][CH2:20][O:19][CH2:18][CH2:17]3)=[O:15])[CH2:9]2)=[CH:6][C:5]([C:22]#[N:23])=[CH:4][C:3]=1[NH:24][C:25]1[N:30]=[C:29]([N:31]([CH:41]2[CH2:43][CH2:42]2)CC2C=CC(OC)=CC=2)[C:28]2=[N:44][CH:45]=[C:46]([C:47]#[N:48])[N:27]2[N:26]=1.C1(OC)C=CC=CC=1.C(O)(C(F)(F)F)=O. Given the product [Cl:1][C:2]1[C:7]([N:8]2[CH2:13][CH2:12][O:11][CH:10]([C:14]([N:16]3[CH2:17][CH2:18][O:19][CH2:20][CH2:21]3)=[O:15])[CH2:9]2)=[CH:6][C:5]([C:22]#[N:23])=[CH:4][C:3]=1[NH:24][C:25]1[N:30]=[C:29]([NH:31][CH:41]2[CH2:43][CH2:42]2)[C:28]2=[N:44][CH:45]=[C:46]([C:47]#[N:48])[N:27]2[N:26]=1, predict the reactants needed to synthesize it. (5) Given the product [C:15]([O:14][C:12]([NH:11][C:9]1[O:10][C:4]2[C:5](=[N:6][CH:7]=[C:2]([C:32]3[CH2:37][CH2:36][O:35][CH2:34][CH:33]=3)[CH:3]=2)[C:8]=1[C:19]([O:21][CH2:22][CH3:23])=[O:20])=[O:13])([CH3:18])([CH3:17])[CH3:16], predict the reactants needed to synthesize it. The reactants are: Br[C:2]1[CH:3]=[C:4]2[O:10][C:9]([NH:11][C:12]([O:14][C:15]([CH3:18])([CH3:17])[CH3:16])=[O:13])=[C:8]([C:19]([O:21][CH2:22][CH3:23])=[O:20])[C:5]2=[N:6][CH:7]=1.CC1(C)C(C)(C)OB([C:32]2[CH2:33][CH2:34][O:35][CH2:36][CH:37]=2)O1.[O-]P([O-])([O-])=O.[K+].[K+].[K+]. (6) Given the product [CH2:25]([O:24][C:22]([N:18]1[CH2:19][CH2:20][CH2:21][C@@H:16]([C:13]2[N:9]3[C:10]([C:33]([O:35][CH2:36][CH3:37])=[O:34])=[CH:11][N:12]=[C:7]([Cl:6])[C:8]3=[CH:15][N:14]=2)[CH2:17]1)=[O:23])[C:26]1[CH:27]=[CH:28][CH:29]=[CH:30][CH:31]=1, predict the reactants needed to synthesize it. The reactants are: C([Li])CCC.[Cl:6][C:7]1[C:8]2[N:9]([C:13]([C@@H:16]3[CH2:21][CH2:20][CH2:19][N:18]([C:22]([O:24][CH2:25][C:26]4[CH:31]=[CH:30][CH:29]=[CH:28][CH:27]=4)=[O:23])[CH2:17]3)=[N:14][CH:15]=2)[CH:10]=[CH:11][N:12]=1.Cl[C:33]([O:35][CH2:36][CH3:37])=[O:34].